This data is from Forward reaction prediction with 1.9M reactions from USPTO patents (1976-2016). The task is: Predict the product of the given reaction. Given the reactants C([O:4][C@@H:5]1[C@@:9]([C:15]#[CH:16])([CH2:10][O:11]C(=O)C)[O:8][C@@H:7]([N:17]2[C:26]3[N:25]=[C:24]([F:27])[N:23]=[C:21]([NH2:22])[C:20]=3[N:19]=[CH:18]2)[CH2:6]1)(=O)C.N, predict the reaction product. The product is: [C:15]([C@:9]1([CH2:10][OH:11])[O:8][C@@H:7]([N:17]2[C:26]3[N:25]=[C:24]([F:27])[N:23]=[C:21]([NH2:22])[C:20]=3[N:19]=[CH:18]2)[CH2:6][C@@H:5]1[OH:4])#[CH:16].